This data is from Forward reaction prediction with 1.9M reactions from USPTO patents (1976-2016). The task is: Predict the product of the given reaction. (1) Given the reactants [C:1]([N:4]1[C:8]2[CH:9]=[CH:10][CH:11]=[CH:12][C:7]=2[NH:6][C:5]1=[O:13])([CH3:3])=[CH2:2].C[N+](C)(C)[CH2:16][C:17]1[C:18]2[C:25]([CH3:26])=[CH:24][CH:23]=[CH:22][C:19]=2[S:20][CH:21]=1.[I-].C([O-])([O-])=O.[K+].[K+], predict the reaction product. The product is: [C:1]([N:4]1[C:8]2[CH:9]=[CH:10][CH:11]=[CH:12][C:7]=2[N:6]([CH2:16][C:17]2[C:18]3[C:25]([CH3:26])=[CH:24][CH:23]=[CH:22][C:19]=3[S:20][CH:21]=2)[C:5]1=[O:13])([CH3:3])=[CH2:2]. (2) Given the reactants COC1C=CC(C[O:8][C:9]2[CH:10]=[CH:11][C:12]([S:19]([C:22]3[CH:28]=[CH:27][C:25]([CH3:26])=[CH:24][CH:23]=3)(=[O:21])=[O:20])=[C:13]3[C:18]=2[N:17]=[CH:16][CH:15]=[CH:14]3)=CC=1.C(O)(C(F)(F)F)=O, predict the reaction product. The product is: [S:19]([C:12]1[CH:11]=[CH:10][C:9]([OH:8])=[C:18]2[C:13]=1[CH:14]=[CH:15][CH:16]=[N:17]2)([C:22]1[CH:28]=[CH:27][C:25]([CH3:26])=[CH:24][CH:23]=1)(=[O:20])=[O:21]. (3) Given the reactants [NH2:1][CH2:2][CH2:3][C:4]1[CH:9]=[CH:8][C:7]([OH:10])=[CH:6][CH:5]=1.CCN(C(C)C)C(C)C.Cl[C:21]1[N:26]=[C:25](Cl)[N:24]=[C:23]([N:28]([CH2:30][CH2:31][CH2:32][C:33]2[CH:38]=[CH:37][C:36]([F:39])=[CH:35][CH:34]=2)[CH3:29])[N:22]=1.ClC1N=C(Cl)N=C(N(CCCC2C=CC(Cl)=CC=2)C)N=1.[F:60]C1C=CC(CCCNC)=CC=1.FC1C=CC=CC=1CCCNC, predict the reaction product. The product is: [F:60][C:25]1[N:24]=[C:23]([N:28]([CH2:30][CH2:31][CH2:32][C:33]2[CH:38]=[CH:37][C:36]([F:39])=[CH:35][CH:34]=2)[CH3:29])[N:22]=[C:21]([NH:1][CH2:2][CH2:3][C:4]2[CH:9]=[CH:8][C:7]([OH:10])=[CH:6][CH:5]=2)[N:26]=1. (4) Given the reactants Cl[C:2]1[C:3]([CH:5]=[C:6]([NH:12][C:13]2[C:22]3[C:17](=[CH:18][C:19]([O:25][CH2:26][CH2:27][O:28][CH3:29])=[C:20]([O:23][CH3:24])[CH:21]=3)[N:16]=[CH:15][N:14]=2)[C:7](=[O:11])C=1OC)=[O:4].[F:30][CH2:31][CH:32]([OH:35])[CH2:33][F:34].Cl[CH2:37][Cl:38], predict the reaction product. The product is: [Cl:38][C:37]1[C:7](=[O:11])[C:6]([NH:12][C:13]2[C:22]3[C:17](=[CH:18][C:19]([O:25][CH2:26][CH2:27][O:28][CH3:29])=[C:20]([O:23][CH3:24])[CH:21]=3)[N:16]=[CH:15][N:14]=2)=[CH:5][C:3](=[O:4])[C:2]=1[O:35][CH:32]([CH2:33][F:34])[CH2:31][F:30]. (5) Given the reactants Cl.[F:2][C:3]1[CH:8]=[CH:7][C:6]([NH:9][CH:10]([C:14]2[CH:19]=[CH:18][CH:17]=[CH:16][CH:15]=2)[C:11]([OH:13])=[O:12])=[CH:5][CH:4]=1.[N:20]12[CH2:27][CH2:26][CH:23]([CH2:24][CH2:25]1)[C@@H:22](O)[CH2:21]2.C1C=CC2N(O)N=NC=2C=1.C1CCC(N=C=NC2CCCCC2)CC1, predict the reaction product. The product is: [F:2][C:3]1[CH:8]=[CH:7][C:6]([NH:9][CH:10]([C:14]2[CH:15]=[CH:16][CH:17]=[CH:18][CH:19]=2)[C:11]([O:13][C@@H:22]2[CH:23]3[CH2:26][CH2:27][N:20]([CH2:25][CH2:24]3)[CH2:21]2)=[O:12])=[CH:5][CH:4]=1.